Dataset: Reaction yield outcomes from USPTO patents with 853,638 reactions. Task: Predict the reaction yield, written as a fraction of the theoretical maximum amount of product (1.0 means a 100% yield; for example, 0.34 means a 34% yield). (1) The reactants are [S:1]1[CH:5]=[CH:4][CH:3]=[C:2]1[CH:6]=O.[C:8]12([NH2:18])[CH2:17][CH:12]3[CH2:13][CH:14]([CH2:16][CH:10]([CH2:11]3)[CH2:9]1)[CH2:15]2. No catalyst specified. The product is [C:8]12([NH:18][CH2:6][C:2]3[S:1][CH:5]=[CH:4][CH:3]=3)[CH2:15][CH:14]3[CH2:13][CH:12]([CH2:11][CH:10]([CH2:16]3)[CH2:9]1)[CH2:17]2. The yield is 0.800. (2) The reactants are [F:1][C:2]1[CH:3]=[C:4]([CH:11]=[CH:12][C:13]=1[N+:14]([O-:16])=[O:15])[C:5](N(OC)C)=[O:6].[CH3:17][CH:18](C[AlH]CC(C)C)C. The catalyst is C1COCC1.Cl.CCOC(C)=O. The product is [CH2:17]([C:3]1[C:2]([F:1])=[C:13]([N+:14]([O-:16])=[O:15])[CH:12]=[CH:11][C:4]=1[CH:5]=[O:6])[CH3:18]. The yield is 0.880. (3) The reactants are C1(P(C2C=CC=CC=2)C2C=CC=CC=2)C=CC=CC=1.[CH2:20]([S:27]([NH:30][C:31]1[C:32](=[O:42])[N:33]([CH2:38][CH2:39][CH2:40]O)[C:34]([CH3:37])=[CH:35][CH:36]=1)(=[O:29])=[O:28])[C:21]1[CH:26]=[CH:25][CH:24]=[CH:23][CH:22]=1.C(Br)(Br)(Br)[Br:44]. The catalyst is CN(C=O)C. The product is [CH2:20]([S:27]([NH:30][C:31]1[C:32](=[O:42])[N:33]([CH2:38][CH2:39][CH2:40][Br:44])[C:34]([CH3:37])=[CH:35][CH:36]=1)(=[O:29])=[O:28])[C:21]1[CH:26]=[CH:25][CH:24]=[CH:23][CH:22]=1. The yield is 0.660. (4) The reactants are [H-].[Na+].[NH:3]1[CH:7]=[CH:6][N:5]=[CH:4]1.Cl[CH2:9][CH2:10][O:11][C:12]1[CH:13]=[C:14]2[C:19](=[CH:20][CH:21]=1)[C:18](=[O:22])[CH2:17][CH2:16][CH2:15]2. The catalyst is CN(C=O)C. The product is [N:3]1([CH2:9][CH2:10][O:11][C:12]2[CH:13]=[C:14]3[C:19](=[CH:20][CH:21]=2)[C:18](=[O:22])[CH2:17][CH2:16][CH2:15]3)[CH:7]=[CH:6][N:5]=[CH:4]1. The yield is 0.670.